This data is from Reaction yield outcomes from USPTO patents with 853,638 reactions. The task is: Predict the reaction yield, written as a fraction of the theoretical maximum amount of product (1.0 means a 100% yield; for example, 0.34 means a 34% yield). (1) The reactants are [CH2:1]([Zn]CC)C.[CH2:6]=[C:7]1[CH2:12][CH2:11][CH:10]([NH:13][C:14](=[O:20])[O:15][C:16]([CH3:19])([CH3:18])[CH3:17])[CH2:9][CH2:8]1.[Cl-].[NH4+]. The catalyst is C(Cl)Cl. The product is [CH2:1]1[C:7]2([CH2:12][CH2:11][CH:10]([NH:13][C:14](=[O:20])[O:15][C:16]([CH3:17])([CH3:19])[CH3:18])[CH2:9][CH2:8]2)[CH2:6]1. The yield is 0.374. (2) The product is [F:26][C:27]1[CH:28]=[C:29]([NH:40][C:41]([C@H:43]2[C:52]3[C:47](=[CH:48][C:49]([O:53][CH2:54][CH3:55])=[CH:50][CH:51]=3)[CH2:46][CH2:45][N:44]2[C:67]([C@@H:65]2[CH2:64][C@H:63]([CH2:62][C:61]([O:60][C:56]([CH3:59])([CH3:58])[CH3:57])=[O:70])[CH2:66]2)=[O:68])=[O:42])[CH:30]=[C:31]([F:39])[C:32]=1[C:33]([CH3:37])([CH3:38])[CH2:34][O:35][CH3:36]. The reactants are CN(C(ON1N=NC2C=CC=NC1=2)=[N+](C)C)C.F[P-](F)(F)(F)(F)F.Cl.[F:26][C:27]1[CH:28]=[C:29]([NH:40][C:41]([C@H:43]2[C:52]3[C:47](=[CH:48][C:49]([O:53][CH2:54][CH3:55])=[CH:50][CH:51]=3)[CH2:46][CH2:45][NH:44]2)=[O:42])[CH:30]=[C:31]([F:39])[C:32]=1[C:33]([CH3:38])([CH3:37])[CH2:34][O:35][CH3:36].[C:56]([O:60][C:61](=[O:70])[CH2:62][C@@H:63]1[CH2:66][C@H:65]([C:67](O)=[O:68])[CH2:64]1)([CH3:59])([CH3:58])[CH3:57].CCN(C(C)C)C(C)C. The yield is 1.00. The catalyst is CN(C=O)C.O. (3) The reactants are [C:1]([OH:9])(=O)[C:2]1[CH:7]=[CH:6][CH:5]=[CH:4][CH:3]=1.Cl.[CH2:11]([O:13][CH2:14][C@@H:15]1[CH2:20][CH2:19][CH2:18][N:17]([CH2:21][C@H:22]2[CH2:27][CH2:26][CH2:25][CH2:24][C@@H:23]2[NH2:28])[CH2:16]1)[CH3:12].CN(C(ON1N=NC2C=CC=NC1=2)=[N+](C)C)C.F[P-](F)(F)(F)(F)F.C(N(C(C)C)CC)(C)C. The catalyst is CN(C=O)C. The product is [CH2:11]([O:13][CH2:14][C@@H:15]1[CH2:20][CH2:19][CH2:18][N:17]([CH2:21][C@H:22]2[CH2:27][CH2:26][CH2:25][CH2:24][C@@H:23]2[NH:28][C:1](=[O:9])[C:2]2[CH:3]=[CH:4][CH:5]=[CH:6][CH:7]=2)[CH2:16]1)[CH3:12]. The yield is 0.590.